Dataset: Full USPTO retrosynthesis dataset with 1.9M reactions from patents (1976-2016). Task: Predict the reactants needed to synthesize the given product. (1) Given the product [CH:17]([OH:19])=[O:18].[NH2:70][C:62]12[CH2:68][CH:66]3[CH2:65][CH:64]([CH2:69][C:60]([NH:71][C:17]([C:13]4[N:8]5[CH:9]=[C:10]([CH3:12])[CH:11]=[C:6]([O:5][CH2:4][C:3]6[C:20]([F:24])=[CH:21][CH:22]=[CH:23][C:2]=6[F:1])[C:7]5=[N:15][C:14]=4[CH3:16])=[O:19])([CH2:67]3)[CH2:61]1)[CH2:63]2, predict the reactants needed to synthesize it. The reactants are: [F:1][C:2]1[CH:23]=[CH:22][CH:21]=[C:20]([F:24])[C:3]=1[CH2:4][O:5][C:6]1[C:7]2[N:8]([C:13]([C:17]([OH:19])=[O:18])=[C:14]([CH3:16])[N:15]=2)[CH:9]=[C:10]([CH3:12])[CH:11]=1.CN(C(ON1N=NC2C=CC=NC1=2)=[N+](C)C)C.F[P-](F)(F)(F)(F)F.C(N(CC)C(C)C)(C)C.Cl.Cl.[C:60]12([NH2:71])[CH2:69][CH:64]3[CH2:65][CH:66]([CH2:68][C:62]([NH2:70])([CH2:63]3)[CH2:61]1)[CH2:67]2. (2) Given the product [OH:36][CH:37]1[CH2:42][CH2:41][N:40]([C:26]([C:25]2[C:20]3[N:19]=[C:18]([CH2:29][CH2:30][CH3:31])[N:17]([CH2:16][C:14]4[CH:13]=[CH:12][C:11]5/[C:5](=[C:3](/[CH3:4])\[C:1]#[N:2])/[C:6]6[CH:35]=[CH:34][CH:33]=[CH:32][C:7]=6[O:8][CH2:9][C:10]=5[CH:15]=4)[C:21]=3[CH:22]=[CH:23][CH:24]=2)=[O:27])[CH2:39][CH2:38]1, predict the reactants needed to synthesize it. The reactants are: [C:1](/[C:3](=[C:5]1/[C:6]2[CH:35]=[CH:34][CH:33]=[CH:32][C:7]=2[O:8][CH2:9][C:10]2[CH:15]=[C:14]([CH2:16][N:17]3[C:21]4[CH:22]=[CH:23][CH:24]=[C:25]([C:26](O)=[O:27])[C:20]=4[N:19]=[C:18]3[CH2:29][CH2:30][CH3:31])[CH:13]=[CH:12][C:11]/1=2)/[CH3:4])#[N:2].[OH:36][CH:37]1[CH2:42][CH2:41][NH:40][CH2:39][CH2:38]1.C(N=C=NCCCN(C)C)C.ON1C2C=CC=CC=2N=N1.C(=O)([O-])O.[Na+].